This data is from Full USPTO retrosynthesis dataset with 1.9M reactions from patents (1976-2016). The task is: Predict the reactants needed to synthesize the given product. (1) Given the product [I:20][C:17]1[CH:16]=[C:3]2[C:2](=[CH:19][CH:18]=1)[N:6]([C:7]1[CH:8]=[C:9]([CH:13]=[CH:14][CH:15]=1)[C:10]([OH:12])=[O:11])[N:5]=[CH:4]2, predict the reactants needed to synthesize it. The reactants are: F[C:2]1[CH:19]=[CH:18][C:17]([I:20])=[CH:16][C:3]=1[CH:4]=[N:5][NH:6][C:7]1[CH:8]=[C:9]([CH:13]=[CH:14][CH:15]=1)[C:10]([OH:12])=[O:11].[K].[O-]CCCC.Cl. (2) Given the product [C:1]1([S:7]([N:10]2[CH:21]=[CH:20][C:19]3[C:11]2=[N:12][CH:13]=[C:14]2[C:18]=3[N:17]([C@H:22]3[CH2:26][CH2:25][C@H:24]([NH:27][C:39](=[O:45])[N:49]([CH3:48])[CH2:50][C:51]([F:54])([F:53])[F:52])[CH2:23]3)[N:16]=[N:15]2)(=[O:8])=[O:9])[CH:6]=[CH:5][CH:4]=[CH:3][CH:2]=1, predict the reactants needed to synthesize it. The reactants are: [C:1]1([S:7]([N:10]2[CH:21]=[CH:20][C:19]3[C:11]2=[N:12][CH:13]=[C:14]2[C:18]=3[N:17]([CH:22]3[CH2:26][CH2:25][CH:24]([NH2:27])[CH2:23]3)[N:16]=[N:15]2)(=[O:9])=[O:8])[CH:6]=[CH:5][CH:4]=[CH:3][CH:2]=1.C(N(CC)CC)C.ClC(Cl)(O[C:39](=[O:45])OC(Cl)(Cl)Cl)Cl.Cl.[CH3:48][NH:49][CH2:50][C:51]([F:54])([F:53])[F:52]. (3) Given the product [Cl:66][C:67]1[CH:68]=[CH:69][C:70]([O:98][CH3:99])=[C:71]([CH:97]=1)[CH2:72][C@H:73]1[C:79](=[O:80])[N:78]([C:81]([NH:83][C@@H:84]([C:87]2[CH:95]=[CH:94][C:90]([C:91]([O:93][CH3:2])=[O:92])=[CH:89][CH:88]=2)[CH2:85][CH3:86])=[O:82])[CH2:77][C:76](=[O:96])[NH:75][CH2:74]1, predict the reactants needed to synthesize it. The reactants are: Cl[C:2]1C=CC(S(N2C(=O)/C(=C/C3C=C(Cl)C=CC=3OC)/CNC(=O)C2)(=O)=O)=CC=1C(OC)=O.ClC1C=CC(S(N2C(=O)/C(=C/C3C=C(Cl)C=CC=3OC)/CNC(=O)C2)(=O)=O)=CC=1C(O)=O.[Cl:66][C:67]1[CH:68]=[CH:69][C:70]([O:98][CH3:99])=[C:71]([CH:97]=1)[CH2:72][C@H:73]1[C:79](=[O:80])[N:78]([C:81]([NH:83][C@@H:84]([C:87]2[CH:95]=[CH:94][C:90]([C:91]([OH:93])=[O:92])=[CH:89][CH:88]=2)[CH2:85][CH3:86])=[O:82])[CH2:77][C:76](=[O:96])[NH:75][CH2:74]1. (4) Given the product [CH:1]([C:4]1[CH:5]=[C:6]([NH:12][C:13]2[C:18]([C:19]3[N:24]=[C:23]([CH3:25])[N:22]=[C:21]([NH2:26])[N:20]=3)=[CH:17][C:16]([C@H:45]([N:47]3[CH2:52][CH2:51][N:50]([S:53]([CH3:56])(=[O:55])=[O:54])[CH2:49][CH2:48]3)[CH3:46])=[CH:15][N:14]=2)[CH:7]=[N:8][C:9]=1[O:10][CH3:11])([CH3:2])[CH3:3], predict the reactants needed to synthesize it. The reactants are: [CH:1]([C:4]1[CH:5]=[C:6]([NH:12][C:13]2[C:18]([C:19]3[N:24]=[C:23]([CH3:25])[N:22]=[C:21]([N:26](CC4C=CC(OC)=CC=4)CC4C=CC(OC)=CC=4)[N:20]=3)=[CH:17][C:16]([C@H:45]([N:47]3[CH2:52][CH2:51][N:50]([S:53]([CH3:56])(=[O:55])=[O:54])[CH2:49][CH2:48]3)[CH3:46])=[CH:15][N:14]=2)[CH:7]=[N:8][C:9]=1[O:10][CH3:11])([CH3:3])[CH3:2].FC(F)(F)S(O)(=O)=O.